Dataset: Reaction yield outcomes from USPTO patents with 853,638 reactions. Task: Predict the reaction yield, written as a fraction of the theoretical maximum amount of product (1.0 means a 100% yield; for example, 0.34 means a 34% yield). (1) The reactants are [Br:1][C:2]1[CH:7]=[CH:6][C:5]([C:8]2[N:12]([CH2:13][C@@H:14]3[CH2:18][CH2:17][N:16]([C:19]([O:21]C(C)(C)C)=O)[CH2:15]3)[CH:11]=[N:10][N:9]=2)=[C:4]([F:26])[CH:3]=1.C(O)(C(F)(F)F)=O.CCN([CH:40]([CH3:42])[CH3:41])C(C)C.C1(C(Cl)=O)CC1. The catalyst is C(Cl)Cl. The product is [Br:1][C:2]1[CH:7]=[CH:6][C:5]([C:8]2[N:12]([CH2:13][C@@H:14]3[CH2:18][CH2:17][N:16]([C:19]([CH:40]4[CH2:42][CH2:41]4)=[O:21])[CH2:15]3)[CH:11]=[N:10][N:9]=2)=[C:4]([F:26])[CH:3]=1. The yield is 0.420. (2) The reactants are [CH2:1]([N:8]1[CH2:12][CH2:11][CH:10]([C:13](OC)=[O:14])[CH2:9]1)[C:2]1[CH:7]=[CH:6][CH:5]=[CH:4][CH:3]=1.[H-].[Al+3].[Li+].[H-].[H-].[H-]. The catalyst is O1CCCC1. The product is [CH2:1]([N:8]1[CH2:12][CH2:11][CH:10]([CH2:13][OH:14])[CH2:9]1)[C:2]1[CH:7]=[CH:6][CH:5]=[CH:4][CH:3]=1. The yield is 0.880. (3) The catalyst is C(OCC)(=O)C. The yield is 0.720. The reactants are [CH:1]1([CH2:4][O:5][NH:6][C:7]([C:9]2[C:22]([NH:23][C:24]3[CH:29]=[CH:28][C:27]([Br:30])=[CH:26][C:25]=3[Cl:31])=[C:21]([F:32])[C:12]3[N:13]=[CH:14][N:15]([CH2:16][CH2:17][CH2:18][CH2:19]Cl)[C:11]=3[CH:10]=2)=[O:8])[CH2:3][CH2:2]1.[I-].[Na+].[CH3:35][N:36]1[CH2:41][CH2:40][NH:39][CH2:38][CH2:37]1. The product is [CH:1]1([CH2:4][O:5][NH:6][C:7]([C:9]2[C:22]([NH:23][C:24]3[CH:29]=[CH:28][C:27]([Br:30])=[CH:26][C:25]=3[Cl:31])=[C:21]([F:32])[C:12]3[N:13]=[CH:14][N:15]([CH2:16][CH2:17][CH2:18][CH2:19][N:39]4[CH2:40][CH2:41][N:36]([CH3:35])[CH2:37][CH2:38]4)[C:11]=3[CH:10]=2)=[O:8])[CH2:2][CH2:3]1. (4) The reactants are C([O:4][CH2:5][C:6]1[CH:11]=[C:10]([NH:12][CH:13]([C:26]2[CH:31]=[CH:30][CH:29]=[CH:28][CH:27]=2)[C:14]([C:16]2[C:24]3[C:19](=[CH:20][CH:21]=[CH:22][CH:23]=3)[N:18]([CH3:25])[CH:17]=2)=[O:15])[CH:9]=[C:8]([O:32][CH3:33])[CH:7]=1)(=O)C.C(=O)([O-])[O-].[K+].[K+]. The catalyst is C1COCC1.CO.ClCCl. The product is [OH:4][CH2:5][C:6]1[CH:11]=[C:10]([NH:12][CH:13]([C:26]2[CH:27]=[CH:28][CH:29]=[CH:30][CH:31]=2)[C:14]([C:16]2[C:24]3[C:19](=[CH:20][CH:21]=[CH:22][CH:23]=3)[N:18]([CH3:25])[CH:17]=2)=[O:15])[CH:9]=[C:8]([O:32][CH3:33])[CH:7]=1. The yield is 0.380. (5) The reactants are [OH:1][C:2]1[CH:9]=[CH:8][C:5]([CH:6]=[O:7])=[CH:4][C:3]=1[C:10]([F:13])([F:12])[F:11].[O:14](S(C(F)(F)F)(=O)=O)[S:15]([C:18]([F:21])([F:20])[F:19])(=O)=[O:16]. The catalyst is C(Cl)Cl. The product is [F:19][C:18]([F:21])([F:20])[S:15]([O:1][C:2]1[CH:9]=[CH:8][C:5]([CH:6]=[O:7])=[CH:4][C:3]=1[C:10]([F:11])([F:12])[F:13])(=[O:16])=[O:14]. The yield is 0.660. (6) The reactants are [CH3:1][O:2][C:3]1[CH:4]=[CH:5][C:6]([N+:14]([O-])=O)=[C:7]([CH:9]2[O:13][CH2:12][CH2:11][O:10]2)[CH:8]=1.C(OCC)(=O)C. The catalyst is [Pt](=O)=O.O.O.O.C([O-])(=O)C.[Na+]. The product is [O:10]1[CH2:11][CH2:12][O:13][CH:9]1[C:7]1[CH:8]=[C:3]([O:2][CH3:1])[CH:4]=[CH:5][C:6]=1[NH2:14]. The yield is 1.00. (7) The catalyst is CCOCC. The yield is 0.490. The product is [C:23]([O:27][C:28]([N:30]1[CH2:34][CH2:33][CH2:32][C:31]1([CH2:37][CH2:38][CH2:39][CH3:40])[CH:35]([C:2]1[CH:7]=[CH:6][C:5]([N:8]([Si:13]([CH3:16])([CH3:15])[CH3:14])[Si:9]([CH3:12])([CH3:11])[CH3:10])=[C:4]([Cl:17])[CH:3]=1)[OH:36])=[O:29])([CH3:26])([CH3:25])[CH3:24]. The reactants are Br[C:2]1[CH:7]=[CH:6][C:5]([N:8]([Si:13]([CH3:16])([CH3:15])[CH3:14])[Si:9]([CH3:12])([CH3:11])[CH3:10])=[C:4]([Cl:17])[CH:3]=1.C([Li])(C)(C)C.[C:23]([O:27][C:28]([N:30]1[CH2:34][CH2:33][CH2:32][C:31]1([CH2:37][CH2:38][CH2:39][CH3:40])[CH:35]=[O:36])=[O:29])([CH3:26])([CH3:25])[CH3:24]. (8) The reactants are [Cl:1][C:2]1[CH:7]=[CH:6][C:5]([CH:8]2[C:12](=[O:13])[NH:11][C:10]3([CH2:18][CH2:17][N:16]([C:19]([O:21][C:22]([CH3:25])([CH3:24])[CH3:23])=[O:20])[CH2:15][CH2:14]3)[NH:9]2)=[CH:4][CH:3]=1.BrN1C(=O)CCC1=O.O. The catalyst is C(Cl)Cl. The product is [Cl:1][C:2]1[CH:7]=[CH:6][C:5]([C:8]2[C:12](=[O:13])[NH:11][C:10]3([CH2:14][CH2:15][N:16]([C:19]([O:21][C:22]([CH3:25])([CH3:24])[CH3:23])=[O:20])[CH2:17][CH2:18]3)[N:9]=2)=[CH:4][CH:3]=1. The yield is 0.630. (9) The reactants are [CH3:1][O:2][C:3]1[CH:4]=[C:5]2[C:10](=[CH:11][C:12]=1[O:13][CH3:14])[N:9]=[CH:8][CH:7]=[C:6]2[O:15][C:16]1[CH:22]=[CH:21][C:19]([NH2:20])=[CH:18][CH:17]=1.Cl[C:24](Cl)([O:26]C(=O)OC(Cl)(Cl)Cl)Cl.[C:35]1([CH:41]([OH:44])[CH2:42][CH3:43])[CH:40]=[CH:39][CH:38]=[CH:37][CH:36]=1.C(=O)(O)[O-].[Na+]. The catalyst is C(Cl)Cl.C(N(CC)CC)C.C1(C)C=CC=CC=1. The yield is 0.920. The product is [CH3:1][O:2][C:3]1[CH:4]=[C:5]2[C:10](=[CH:11][C:12]=1[O:13][CH3:14])[N:9]=[CH:8][CH:7]=[C:6]2[O:15][C:16]1[CH:22]=[CH:21][C:19]([NH:20][C:24](=[O:26])[O:44][CH:41]([C:35]2[CH:40]=[CH:39][CH:38]=[CH:37][CH:36]=2)[CH2:42][CH3:43])=[CH:18][CH:17]=1.